This data is from Forward reaction prediction with 1.9M reactions from USPTO patents (1976-2016). The task is: Predict the product of the given reaction. (1) Given the reactants [F:1][C:2]([F:15])([F:14])[C:3]1[C:4](=O)[NH:5][CH:6]=[C:7]([C:9]([O:11][CH3:12])=[O:10])[N:8]=1.P(Cl)(Cl)([Cl:18])=O, predict the reaction product. The product is: [Cl:18][C:4]1[N:5]=[CH:6][C:7]([C:9]([O:11][CH3:12])=[O:10])=[N:8][C:3]=1[C:2]([F:15])([F:14])[F:1]. (2) Given the reactants Br[CH2:2][C:3]([CH3:5])=[CH2:4].[F:6][C:7]1[CH:12]=[CH:11][C:10]([C:13]2[O:14][C:15]3[CH:25]=[CH:24][C:23]([OH:26])=[CH:22][C:16]=3[C:17]=2[C:18]([O:20][CH3:21])=[O:19])=[CH:9][CH:8]=1.C([O-])([O-])=O.[K+].[K+], predict the reaction product. The product is: [F:6][C:7]1[CH:12]=[CH:11][C:10]([C:13]2[O:14][C:15]3[CH:25]=[CH:24][C:23]([O:26][CH2:4][C:3]([CH3:5])=[CH2:2])=[CH:22][C:16]=3[C:17]=2[C:18]([O:20][CH3:21])=[O:19])=[CH:9][CH:8]=1. (3) The product is: [CH2:1]([O:3][C:4]([C:6]1[C:7]([C:11]([F:13])([F:14])[F:12])=[N:8][N:9]([CH:16]([CH3:18])[CH3:17])[CH:10]=1)=[O:5])[CH3:2].[CH2:1]([O:3][C:4]([C:6]1[CH:10]=[N:9][N:8]([CH:16]([CH3:18])[CH3:17])[C:7]=1[C:11]([F:13])([F:14])[F:12])=[O:5])[CH3:2]. Given the reactants [CH2:1]([O:3][C:4]([C:6]1[C:7]([C:11]([F:14])([F:13])[F:12])=[N:8][NH:9][CH:10]=1)=[O:5])[CH3:2].I[CH:16]([CH3:18])[CH3:17].C(=O)([O-])[O-].[K+].[K+].O, predict the reaction product. (4) Given the reactants [C:1]([C:3]1[CH:8]=[CH:7][C:6](B(O)O)=[CH:5][C:4]=1[F:12])#[N:2].Cl[C:14]1[N:19]=[C:18]([NH:20][CH3:21])[N:17]=[C:16]([N:22]2[C@H:27]([CH2:28][CH3:29])[CH2:26][O:25][C@H:24]([C:30]([NH:32][CH2:33][C:34]3[CH:39]=[CH:38][CH:37]=[CH:36][CH:35]=3)=[O:31])[CH2:23]2)[CH:15]=1.C([O-])(O)=O.[Na+], predict the reaction product. The product is: [C:1]([C:3]1[CH:8]=[CH:7][C:6]([C:14]2[N:19]=[C:18]([NH:20][CH3:21])[N:17]=[C:16]([N:22]3[C@H:27]([CH2:28][CH3:29])[CH2:26][O:25][C@H:24]([C:30]([NH:32][CH2:33][C:34]4[CH:39]=[CH:38][CH:37]=[CH:36][CH:35]=4)=[O:31])[CH2:23]3)[CH:15]=2)=[CH:5][C:4]=1[F:12])#[N:2]. (5) Given the reactants [C:1]([C:5]1[N:10]=[C:9]([NH:11][C:12]2[CH:17]=[C:16](Cl)[N:15]=[N:14][C:13]=2[C:19]([NH2:21])=[O:20])[CH:8]=[CH:7][CH:6]=1)([CH3:4])([CH3:3])[CH3:2].[NH2:22][C@H:23]([CH2:33][CH:34]([CH3:36])[CH3:35])[CH2:24][NH:25][C:26](=[O:32])[O:27][C:28]([CH3:31])([CH3:30])[CH3:29], predict the reaction product. The product is: [C:1]([C:5]1[N:10]=[C:9]([NH:11][C:12]2[CH:17]=[C:16]([NH:22][C@H:23]([CH2:33][CH:34]([CH3:36])[CH3:35])[CH2:24][NH:25][C:26](=[O:32])[O:27][C:28]([CH3:29])([CH3:30])[CH3:31])[N:15]=[N:14][C:13]=2[C:19](=[O:20])[NH2:21])[CH:8]=[CH:7][CH:6]=1)([CH3:4])([CH3:3])[CH3:2].